Task: Predict the reaction yield, written as a fraction of the theoretical maximum amount of product (1.0 means a 100% yield; for example, 0.34 means a 34% yield).. Dataset: Reaction yield outcomes from USPTO patents with 853,638 reactions (1) The reactants are [F:1][C:2]([F:21])([F:20])[C:3]([NH:5][CH:6]1[C:14]2[C:9](=[CH:10][CH:11]=[C:12]([O:15][CH:16]([CH3:18])[CH3:17])[CH:13]=2)[C:8](=[O:19])[CH2:7]1)=[O:4].CCC(C)[BH-](C(C)CC)C(C)CC.[Li+]. The catalyst is C1COCC1. The product is [F:1][C:2]([F:20])([F:21])[C:3]([NH:5][C@H:6]1[C:14]2[C:9](=[CH:10][CH:11]=[C:12]([O:15][CH:16]([CH3:17])[CH3:18])[CH:13]=2)[C@@H:8]([OH:19])[CH2:7]1)=[O:4]. The yield is 0.250. (2) The reactants are F[C:2]1[CH:7]=[C:6]([F:8])[CH:5]=[CH:4][C:3]=1[C:9]1[CH:14]=[CH:13][C:12]([F:15])=[CH:11][C:10]=1[CH:16]([NH2:18])[CH3:17].C[O:20][C:21]1[CH:29]=[CH:28][C:24]([C:25](Cl)=[O:26])=[CH:23][CH:22]=1.C(N(CC)C(C)C)(C)C. The catalyst is ClCCl. The product is [F:8][C:6]1[CH:7]=[CH:2][C:3]2[C:9]3[C:10]([CH:16]([CH3:17])[N:18]([C:25]([C:24]4[CH:28]=[CH:29][C:21]([OH:20])=[CH:22][CH:23]=4)=[O:26])[C:4]=2[CH:5]=1)=[CH:11][C:12]([F:15])=[CH:13][CH:14]=3. The yield is 0.900. (3) The reactants are Br[C:2]1[S:3][C:4]([C:7](=[O:10])[CH2:8][CH3:9])=[CH:5][N:6]=1.[CH3:11][S:12]([O-:14])=[O:13].[Na+]. The catalyst is CS(C)=O.C(OCC)(=O)C.[Cu](I)I. The product is [CH3:11][S:12]([C:2]1[S:3][C:4]([C:7](=[O:10])[CH2:8][CH3:9])=[CH:5][N:6]=1)(=[O:14])=[O:13]. The yield is 0.560.